From a dataset of Reaction yield outcomes from USPTO patents with 853,638 reactions. Predict the reaction yield, written as a fraction of the theoretical maximum amount of product (1.0 means a 100% yield; for example, 0.34 means a 34% yield). (1) The reactants are [CH3:1][O:2][CH2:3][CH2:4][O:5][C:6]1[CH:7]=[C:8]2[C:13](=[CH:14][C:15]=1[O:16][CH2:17][CH2:18][O:19][CH3:20])[N:12]=[CH:11][N:10]=[C:9]2[S:21][C:22]1[CH:23]=[C:24]([NH:28][C:29]([NH:31][C:32]2[CH:36]=[C:35]([C:37]([CH3:40])([CH3:39])[CH3:38])[O:34][N:33]=2)=[O:30])[CH:25]=[CH:26][CH:27]=1.[ClH:41].CCOCC. The catalyst is C(Cl)Cl.CO. The product is [ClH:41].[CH3:1][O:2][CH2:3][CH2:4][O:5][C:6]1[CH:7]=[C:8]2[C:13](=[CH:14][C:15]=1[O:16][CH2:17][CH2:18][O:19][CH3:20])[N:12]=[CH:11][N:10]=[C:9]2[S:21][C:22]1[CH:23]=[C:24]([NH:28][C:29]([NH:31][C:32]2[CH:36]=[C:35]([C:37]([CH3:40])([CH3:39])[CH3:38])[O:34][N:33]=2)=[O:30])[CH:25]=[CH:26][CH:27]=1. The yield is 0.400. (2) The product is [O:50]1[CH2:51][CH2:52][C@H:48]([O:15][C:16]2[CH:23]=[CH:22][C:19]([C:20]#[N:21])=[CH:18][C:17]=2[C:24]([F:25])([F:26])[F:27])[CH2:49]1. The yield is 0.630. The reactants are N(C(OC(C)C)=O)=NC(OC(C)C)=O.[OH:15][C:16]1[CH:23]=[CH:22][C:19]([C:20]#[N:21])=[CH:18][C:17]=1[C:24]([F:27])([F:26])[F:25].C1(P(C2C=CC=CC=2)C2C=CC=CC=2)C=CC=CC=1.O[C@H:48]1[CH2:52][CH2:51][O:50][CH2:49]1. The catalyst is C1COCC1. (3) The reactants are [S:1]1[C:5]([NH:6][C:7]2[CH:12]=[C:11](Cl)[N:10]=[C:9]([S:14][C:15]3[CH:20]=[CH:19][C:18]([NH:21][C:22](=[O:28])[CH2:23][C:24]([F:27])([F:26])[F:25])=[CH:17][CH:16]=3)[N:8]=2)=[N:4][CH:3]=[N:2]1.Cl.[CH:30]1([C:33]2([F:37])[CH2:36][NH:35][CH2:34]2)[CH2:32][CH2:31]1.CCN(C(C)C)C(C)C. The catalyst is O1CCOCC1. The product is [S:1]1[C:5]([NH:6][C:7]2[CH:12]=[C:11]([N:35]3[CH2:36][C:33]([CH:30]4[CH2:32][CH2:31]4)([F:37])[CH2:34]3)[N:10]=[C:9]([S:14][C:15]3[CH:20]=[CH:19][C:18]([NH:21][C:22](=[O:28])[CH2:23][C:24]([F:27])([F:26])[F:25])=[CH:17][CH:16]=3)[N:8]=2)=[N:4][CH:3]=[N:2]1. The yield is 0.200.